Dataset: Reaction yield outcomes from USPTO patents with 853,638 reactions. Task: Predict the reaction yield, written as a fraction of the theoretical maximum amount of product (1.0 means a 100% yield; for example, 0.34 means a 34% yield). (1) The reactants are [C:1](Cl)(=[O:4])[CH:2]=[CH2:3].[OH:6][CH2:7][CH2:8][CH2:9][CH2:10][CH2:11][CH2:12][CH2:13][CH2:14][CH2:15][CH2:16][CH2:17][C:18]1[CH:23]=[CH:22][C:21]([OH:24])=[CH:20][CH:19]=1.CN(C)C1C=CC=CC=1. The catalyst is O1CCCC1.C(OCC)C. The product is [C:1]([O:6][CH2:7][CH2:8][CH2:9][CH2:10][CH2:11][CH2:12][CH2:13][CH2:14][CH2:15][CH2:16][CH2:17][C:18]1[CH:19]=[CH:20][C:21]([OH:24])=[CH:22][CH:23]=1)(=[O:4])[CH:2]=[CH2:3]. The yield is 0.530. (2) The reactants are [CH3:1][C:2]1[CH:7]=[C:6]([C:8]2[N:12]([C:13]3[CH:18]=[CH:17][C:16]([S:19]([CH3:22])(=[O:21])=[O:20])=[C:15]([F:23])[CH:14]=3)[N:11]=[C:10]([C:24]([F:27])([F:26])[F:25])[CH:9]=2)[CH:5]=[CH:4][C:3]=1[OH:28].S(Cl)([Cl:32])(=O)=O.O. The catalyst is C(Cl)Cl. The product is [Cl:32][C:4]1[CH:5]=[C:6]([C:8]2[N:12]([C:13]3[CH:18]=[CH:17][C:16]([S:19]([CH3:22])(=[O:21])=[O:20])=[C:15]([F:23])[CH:14]=3)[N:11]=[C:10]([C:24]([F:25])([F:26])[F:27])[CH:9]=2)[CH:7]=[C:2]([CH3:1])[C:3]=1[OH:28]. The yield is 0.886. (3) The catalyst is O1CCCC1. The reactants are [CH3:1][CH2:2][O:3][C:4]([CH:6]1[CH2:12][CH2:11][C:9](=[O:10])[CH2:8][CH2:7]1)=[O:5].C[Si]([N-][Si](C)(C)C)(C)C.[Li+].C1C=CC(N([S:30]([C:33]([F:36])([F:35])[F:34])(=[O:32])=[O:31])[S:30]([C:33]([F:36])([F:35])[F:34])(=[O:32])=[O:31])=CC=1.S([O-])(O)(=O)=O.[Na+]. The yield is 0.942. The product is [CH2:2]([O:3][C:4]([CH:6]1[CH2:12][CH2:11][C:9]([O:10][S:30]([C:33]([F:36])([F:35])[F:34])(=[O:32])=[O:31])=[CH:8][CH2:7]1)=[O:5])[CH3:1]. (4) The reactants are [S:1](Cl)([C:4]1[CH:10]=[CH:9][C:7]([CH3:8])=[CH:6][CH:5]=1)(=[O:3])=[O:2].[OH:12][CH2:13][CH2:14][O:15][CH2:16][CH2:17][O:18][CH2:19][CH2:20][O:21][C:22]1[CH:27]=[CH:26][C:25](/[CH:28]=[CH:29]/[C:30]2[CH:35]=[CH:34][C:33]([N:36]([CH3:38])[CH3:37])=[CH:32][CH:31]=2)=[CH:24][N:23]=1.O. The yield is 0.410. The catalyst is N1C=CC=CC=1. The product is [S:1]([O:12][CH2:13][CH2:14][O:15][CH2:16][CH2:17][O:18][CH2:19][CH2:20][O:21][C:22]1[CH:27]=[CH:26][C:25](/[CH:28]=[CH:29]/[C:30]2[CH:35]=[CH:34][C:33]([N:36]([CH3:38])[CH3:37])=[CH:32][CH:31]=2)=[CH:24][N:23]=1)([C:4]1[CH:10]=[CH:9][C:7]([CH3:8])=[CH:6][CH:5]=1)(=[O:3])=[O:2]. (5) The reactants are [NH:1]1[C:9]2[C:4](=[CH:5][CH:6]=[CH:7][CH:8]=2)[C:3](/[CH:10]=[CH:11]/[C:12]2[CH:17]=[CH:16][CH:15]=[CH:14][C:13]=2[NH:18][C:19]([NH2:21])=[S:20])=[N:2]1.[C:22](OCCCl)(=[O:24])[CH3:23].N. The catalyst is C(O)C. The product is [NH:1]1[C:9]2[C:4](=[CH:5][CH:6]=[CH:7][CH:8]=2)[C:3](/[CH:10]=[CH:11]/[C:12]2[CH:17]=[CH:16][CH:15]=[CH:14][C:13]=2[NH:18][C:19]2[S:20][CH2:23][C:22](=[O:24])[N:21]=2)=[N:2]1. The yield is 0.120. (6) The reactants are Cl[C:2]1[CH:7]=[CH:6][N:5]2[N:8]=[CH:9][C:10]([C:11]([O:13][CH2:14][CH3:15])=[O:12])=[C:4]2[N:3]=1.[NH2:16][C:17]1[CH:22]=[CH:21][CH:20]=[C:19]([C:23]([F:26])([F:25])[F:24])[N:18]=1.C1(P(C2C=CC=CC=2)C2C3OC4C(=CC=CC=4P(C4C=CC=CC=4)C4C=CC=CC=4)C(C)(C)C=3C=CC=2)C=CC=CC=1.CC(C)([O-])C.[Na+]. The catalyst is C1C=CC(/C=C/C(/C=C/C2C=CC=CC=2)=O)=CC=1.C1C=CC(/C=C/C(/C=C/C2C=CC=CC=2)=O)=CC=1.C1C=CC(/C=C/C(/C=C/C2C=CC=CC=2)=O)=CC=1.[Pd].[Pd].C1(C)C=CC=CC=1. The product is [F:26][C:23]([F:24])([F:25])[C:19]1[N:18]=[C:17]([NH:16][C:2]2[CH:7]=[CH:6][N:5]3[N:8]=[CH:9][C:10]([C:11]([O:13][CH2:14][CH3:15])=[O:12])=[C:4]3[N:3]=2)[CH:22]=[CH:21][CH:20]=1. The yield is 0.170. (7) The reactants are Br[C:2]1[CH:3]=[C:4]([C:7]2[CH:12]=[CH:11][CH:10]=[CH:9][CH:8]=2)[O:5][CH:6]=1.[Li]CCCC.C(O[B:22]1[O:26][C:25]([CH3:28])([CH3:27])[C:24]([CH3:30])([CH3:29])[O:23]1)(C)C. The catalyst is C1COCC1. The product is [CH3:29][C:24]1([CH3:30])[C:25]([CH3:28])([CH3:27])[O:26][B:22]([C:2]2[CH:3]=[C:4]([C:7]3[CH:12]=[CH:11][CH:10]=[CH:9][CH:8]=3)[O:5][CH:6]=2)[O:23]1. The yield is 0.190. (8) The reactants are [CH3:1][C:2]1[CH:14]=[CH:13][CH:12]=[CH:11][C:3]=1[C:4]([NH:6][NH:7][C:8](=[NH:10])[NH2:9])=O. The catalyst is O. The product is [C:2]1([CH3:1])[CH:14]=[CH:13][CH:12]=[CH:11][C:3]=1[C:4]1[N:9]=[C:8]([NH2:10])[NH:7][N:6]=1. The yield is 0.660.